This data is from Reaction yield outcomes from USPTO patents with 853,638 reactions. The task is: Predict the reaction yield, written as a fraction of the theoretical maximum amount of product (1.0 means a 100% yield; for example, 0.34 means a 34% yield). The reactants are [OH:1][B:2]1[C:6]2[CH:7]=[CH:8][C:9](/[CH:11]=[N:12]/[OH:13])=[CH:10][C:5]=2[C:4]([CH3:15])([CH3:14])[O:3]1.C1C(=O)N(Cl)C(=O)C1.[Cl:24][C:25]1[CH:30]=[C:29]([C:31]([CH2:33][F:34])=[CH2:32])[CH:28]=[C:27]([Cl:35])[C:26]=1[Cl:36].Cl. The catalyst is CN(C=O)C.CC(=O)OCC.O. The product is [F:34][CH2:33][C:31]1([C:29]2[CH:28]=[C:27]([Cl:35])[C:26]([Cl:36])=[C:25]([Cl:24])[CH:30]=2)[O:13][N:12]=[C:11]([C:9]2[CH:8]=[CH:7][C:6]3[B:2]([OH:1])[O:3][C:4]([CH3:15])([CH3:14])[C:5]=3[CH:10]=2)[CH2:32]1. The yield is 0.410.